This data is from Forward reaction prediction with 1.9M reactions from USPTO patents (1976-2016). The task is: Predict the product of the given reaction. (1) Given the reactants Cl[C:2]1[CH:7]=[CH:6][C:5]([N+:8]([O-:10])=[O:9])=[CH:4][N:3]=1.[CH3:11][O:12][CH2:13][CH2:14][NH2:15].CCN(CC)CC.CC#N, predict the reaction product. The product is: [CH3:11][O:12][CH2:13][CH2:14][NH:15][C:2]1[CH:7]=[CH:6][C:5]([N+:8]([O-:10])=[O:9])=[CH:4][N:3]=1. (2) The product is: [CH2:1]([O:8][C:9]1[CH:19]=[CH:18][C:12]([O:13][CH:14]2[CH2:17][N:16]([C:21]3[CH:26]=[CH:25][C:24]([C@@H:27]([NH:29][C:30](=[O:32])[CH3:31])[CH3:28])=[CH:23][CH:22]=3)[CH2:15]2)=[CH:11][CH:10]=1)[C:2]1[CH:3]=[CH:4][CH:5]=[CH:6][CH:7]=1. Given the reactants [CH2:1]([O:8][C:9]1[CH:19]=[CH:18][C:12]([O:13][CH:14]2[CH2:17][NH:16][CH2:15]2)=[CH:11][CH:10]=1)[C:2]1[CH:7]=[CH:6][CH:5]=[CH:4][CH:3]=1.Br[C:21]1[CH:26]=[CH:25][C:24]([C@@H:27]([NH:29][C:30](=[O:32])[CH3:31])[CH3:28])=[CH:23][CH:22]=1, predict the reaction product. (3) Given the reactants [CH:1]1([N:4]2[C:13]3[C@@:8]([CH3:23])([C@H:9]4[CH2:20][CH2:19][C@@:18]5([CH3:21])[C@@H:14]([CH2:15][CH2:16][C:17]5=[O:22])[C@@H:10]4[CH2:11][CH:12]=3)[CH2:7][CH2:6][C:5]2=[O:24])[CH2:3][CH2:2]1.[F:25][C:26]([F:39])([F:38])[S:27](O[S:27]([C:26]([F:39])([F:38])[F:25])(=[O:29])=[O:28])(=[O:29])=[O:28].C(N(CC)CC)C, predict the reaction product. The product is: [F:25][C:26]([F:39])([F:38])[S:27]([O:22][C:17]1[C@@:18]2([CH3:21])[CH2:19][CH2:20][C@H:9]3[C@H:10]([C@@H:14]2[CH2:15][CH:16]=1)[CH2:11][CH:12]=[C:13]1[C@:8]3([CH3:23])[CH2:7][CH2:6][C:5](=[O:24])[N:4]1[CH:1]1[CH2:2][CH2:3]1)(=[O:29])=[O:28]. (4) Given the reactants C[O:2][C:3]1[CH:4]=[C:5]2[C:9](=[CH:10][CH:11]=1)[N:8]([CH2:12][CH2:13][CH2:14][CH2:15][CH2:16][N:17]1[CH2:22][CH2:21][CH2:20][CH2:19][CH2:18]1)[C:7]1[C:23]3[CH:31]=[CH:30][CH:29]=[CH:28][C:24]=3[S:25][CH2:26][CH2:27][C:6]2=1, predict the reaction product. The product is: [OH:2][C:3]1[CH:4]=[C:5]2[C:9](=[CH:10][CH:11]=1)[N:8]([CH2:12][CH2:13][CH2:14][CH2:15][CH2:16][N:17]1[CH2:18][CH2:19][CH2:20][CH2:21][CH2:22]1)[C:7]1[C:23]3[CH:31]=[CH:30][CH:29]=[CH:28][C:24]=3[S:25][CH2:26][CH2:27][C:6]2=1. (5) The product is: [I-:1].[C:4]([N:7]1[CH2:8][CH2:9][N:10]([C:13]2[CH:14]=[C:15]([CH3:28])[C:16]3[C:25]([CH:26]=2)=[S+:24][C:23]2[C:18](=[C:19]([CH3:27])[CH:20]=[C:21]([N:35]([CH3:34])[CH2:38][CH2:51][CH2:50][CH3:41])[CH:22]=2)[N:17]=3)[CH2:11][CH2:12]1)(=[O:6])[CH3:5]. Given the reactants [I-:1].[I-].[I-].[C:4]([N:7]1[CH2:12][CH2:11][N:10]([C:13]2[CH:14]=[C:15]([CH3:28])[C:16]3[C:25]([CH:26]=2)=[S+:24][C:23]2[C:18](=[C:19]([CH3:27])[CH:20]=[CH:21][CH:22]=2)[N:17]=3)[CH2:9][CH2:8]1)(=[O:6])[CH3:5].C(N1CC[N:35]([C:38]2C=C(C)[C:41]3[C:50]([CH:51]=2)=[S+]C2C(=C(C)C=CC=2)N=3)[CH2:34]C1)(=O)C.C(N1CCN(C2C=C(C)C3C(C=2)=[S+]C2C(=C(C)C=CC=2)N=3)CC1)(=O)C.CO, predict the reaction product. (6) Given the reactants Cl[C:2]1[N:7]=[CH:6][N:5]=[C:4]([C:8]2[CH:9]=[CH:10][C:11]([O:16][CH:17]3[CH2:22][CH2:21][O:20][CH2:19][CH2:18]3)=[C:12]([CH:15]=2)[C:13]#[N:14])[N:3]=1.[CH3:23][O:24][C:25]1[CH:30]=[CH:29][C:28]([NH2:31])=[CH:27][CH:26]=1.C(N(CC)C(C)C)(C)C, predict the reaction product. The product is: [CH3:23][O:24][C:25]1[CH:30]=[CH:29][C:28]([NH:31][C:2]2[N:7]=[CH:6][N:5]=[C:4]([C:8]3[CH:9]=[CH:10][C:11]([O:16][CH:17]4[CH2:22][CH2:21][O:20][CH2:19][CH2:18]4)=[C:12]([CH:15]=3)[C:13]#[N:14])[N:3]=2)=[CH:27][CH:26]=1. (7) Given the reactants [C:1]([C:5]1[C:9]([CH2:10][CH2:11][CH2:12][OH:13])=[CH:8][N:7]([C:14]2[N:15]=[N:16][C:17]([C:20]([F:23])([F:22])[F:21])=[CH:18][CH:19]=2)[N:6]=1)([CH3:4])([CH3:3])[CH3:2].O[C:25]1[C:30]([O:31][CH3:32])=[CH:29][CH:28]=[CH:27][C:26]=1[CH2:33][C:34]([O:36]C)=[O:35].C(P(CCCC)CCCC)CCC.N(C(N1CCCCC1)=O)=NC(N1CCCCC1)=O, predict the reaction product. The product is: [C:1]([C:5]1[C:9]([CH2:10][CH2:11][CH2:12][O:13][C:25]2[C:30]([O:31][CH3:32])=[CH:29][CH:28]=[CH:27][C:26]=2[CH2:33][C:34]([OH:36])=[O:35])=[CH:8][N:7]([C:14]2[N:15]=[N:16][C:17]([C:20]([F:21])([F:22])[F:23])=[CH:18][CH:19]=2)[N:6]=1)([CH3:4])([CH3:2])[CH3:3]. (8) The product is: [CH2:1]([O:3][C:4]([C:6]1[NH:7][C:8]([CH:19]=[C:25]2[C:24]3[C:28](=[CH:29][CH:30]=[C:22]([Cl:21])[CH:23]=3)[NH:27][C:26]2=[O:31])=[C:9]([CH2:12][CH2:13][C:14]([O:16][CH2:17][CH3:18])=[O:15])[C:10]=1[CH3:11])=[O:5])[CH3:2]. Given the reactants [CH2:1]([O:3][C:4]([C:6]1[NH:7][C:8]([CH:19]=O)=[C:9]([CH2:12][CH2:13][C:14]([O:16][CH2:17][CH3:18])=[O:15])[C:10]=1[CH3:11])=[O:5])[CH3:2].[Cl:21][C:22]1[CH:23]=[C:24]2[C:28](=[CH:29][CH:30]=1)[NH:27][C:26](=[O:31])[CH2:25]2, predict the reaction product. (9) Given the reactants Cl[C:2]1[C:3]2[C:10]([I:11])=[CH:9][N:8]([S:12]([C:15]3[CH:20]=[CH:19][CH:18]=[CH:17][CH:16]=3)(=[O:14])=[O:13])[C:4]=2[N:5]=[CH:6][N:7]=1.Cl.[CH3:22][O:23][C:24]1[CH:31]=[C:30]([O:32][CH3:33])[CH:29]=[C:28]([O:34][CH3:35])[C:25]=1[CH2:26][NH2:27].C(=O)([O-])[O-].[Cs+].[Cs+].FC(C1C=CC=CC=1)(F)F, predict the reaction product. The product is: [I:11][C:10]1[C:3]2[C:2]([NH:27][CH2:26][C:25]3[C:28]([O:34][CH3:35])=[CH:29][C:30]([O:32][CH3:33])=[CH:31][C:24]=3[O:23][CH3:22])=[N:7][CH:6]=[N:5][C:4]=2[N:8]([S:12]([C:15]2[CH:20]=[CH:19][CH:18]=[CH:17][CH:16]=2)(=[O:14])=[O:13])[CH:9]=1.